Regression. Given two drug SMILES strings and cell line genomic features, predict the synergy score measuring deviation from expected non-interaction effect. From a dataset of NCI-60 drug combinations with 297,098 pairs across 59 cell lines. (1) Drug 1: C1=NNC2=C1C(=O)NC=N2. Drug 2: C1C(C(OC1N2C=NC3=C2NC=NCC3O)CO)O. Cell line: A498. Synergy scores: CSS=-1.03, Synergy_ZIP=0.725, Synergy_Bliss=-0.0584, Synergy_Loewe=-1.90, Synergy_HSA=-2.61. (2) Drug 1: C1=NC2=C(N=C(N=C2N1C3C(C(C(O3)CO)O)F)Cl)N. Drug 2: CC1=C2C(C(=O)C3(C(CC4C(C3C(C(C2(C)C)(CC1OC(=O)C(C(C5=CC=CC=C5)NC(=O)C6=CC=CC=C6)O)O)OC(=O)C7=CC=CC=C7)(CO4)OC(=O)C)O)C)OC(=O)C. Cell line: TK-10. Synergy scores: CSS=17.2, Synergy_ZIP=-7.15, Synergy_Bliss=-5.41, Synergy_Loewe=-15.6, Synergy_HSA=-6.71. (3) Drug 1: C1C(C(OC1N2C=C(C(=O)NC2=O)F)CO)O. Drug 2: CC1C(C(CC(O1)OC2CC(CC3=C2C(=C4C(=C3O)C(=O)C5=C(C4=O)C(=CC=C5)OC)O)(C(=O)CO)O)N)O.Cl. Cell line: SK-MEL-2. Synergy scores: CSS=54.0, Synergy_ZIP=1.35, Synergy_Bliss=3.54, Synergy_Loewe=-9.46, Synergy_HSA=2.96. (4) Drug 1: CC1CCC2CC(C(=CC=CC=CC(CC(C(=O)C(C(C(=CC(C(=O)CC(OC(=O)C3CCCCN3C(=O)C(=O)C1(O2)O)C(C)CC4CCC(C(C4)OC)O)C)C)O)OC)C)C)C)OC. Drug 2: C(CCl)NC(=O)N(CCCl)N=O. Cell line: SF-539. Synergy scores: CSS=35.1, Synergy_ZIP=-8.74, Synergy_Bliss=-1.79, Synergy_Loewe=-0.0233, Synergy_HSA=1.59. (5) Drug 1: CC(C1=C(C=CC(=C1Cl)F)Cl)OC2=C(N=CC(=C2)C3=CN(N=C3)C4CCNCC4)N. Drug 2: CC=C1C(=O)NC(C(=O)OC2CC(=O)NC(C(=O)NC(CSSCCC=C2)C(=O)N1)C(C)C)C(C)C. Cell line: NCIH23. Synergy scores: CSS=48.9, Synergy_ZIP=-6.06, Synergy_Bliss=-11.4, Synergy_Loewe=-33.8, Synergy_HSA=-9.27.